Dataset: Full USPTO retrosynthesis dataset with 1.9M reactions from patents (1976-2016). Task: Predict the reactants needed to synthesize the given product. (1) Given the product [CH3:14][O:15][C:16]1[CH:17]=[C:18]2[C:19](=[CH:20][CH:21]=1)[NH:22][C:11]1[C:5]3[CH:4]=[CH:3][CH:2]=[CH:1][C:6]=3[CH2:7][CH2:8][CH2:9][C:10]2=1, predict the reactants needed to synthesize it. The reactants are: [CH:1]1[C:6]2[CH2:7][CH2:8][CH2:9][CH2:10][C:11](=O)[C:5]=2[CH:4]=[CH:3][CH:2]=1.Cl.[CH3:14][O:15][C:16]1[CH:21]=[CH:20][C:19]([NH:22]N)=[CH:18][CH:17]=1. (2) The reactants are: Br[C:2]1[C:10]2[N:9]3[CH2:11][CH2:12][CH2:13][NH:14][C:15](=[O:16])[C:8]3=[CH:7][C:6]=2[CH:5]=[C:4]([C:17]#[N:18])[CH:3]=1.[F:19][C:20]1[CH:25]=[CH:24][C:23](B(O)O)=[CH:22][CH:21]=1. Given the product [F:19][C:20]1[CH:25]=[CH:24][C:23]([C:2]2[C:10]3[N:9]4[CH2:11][CH2:12][CH2:13][NH:14][C:15](=[O:16])[C:8]4=[CH:7][C:6]=3[CH:5]=[C:4]([C:17]#[N:18])[CH:3]=2)=[CH:22][CH:21]=1, predict the reactants needed to synthesize it. (3) Given the product [CH2:22]([N:14]1[CH2:13][CH2:12][C:11]2[C:16](=[CH:17][CH:18]=[C:9]([B:4]3[O:3][C:2]([CH3:20])([CH3:1])[C:6]([CH3:7])([CH3:8])[O:5]3)[CH:10]=2)[C:15]1=[O:19])[CH3:23], predict the reactants needed to synthesize it. The reactants are: [CH3:1][C:2]1([CH3:20])[C:6]([CH3:8])([CH3:7])[O:5][B:4]([C:9]2[CH:10]=[C:11]3[C:16](=[CH:17][CH:18]=2)[C:15](=[O:19])[NH:14][CH2:13][CH2:12]3)[O:3]1.I[CH2:22][CH3:23]. (4) Given the product [Cl:1][C:2]1[CH:3]=[N:4][CH:5]=[C:6]([Cl:9])[C:7]=1[N:8]=[C:19]=[S:20], predict the reactants needed to synthesize it. The reactants are: [Cl:1][C:2]1[CH:3]=[N:4][CH:5]=[C:6]([Cl:9])[C:7]=1[NH2:8].C(N(C(C)C)C(C)C)C.[C:19](Cl)(Cl)=[S:20]. (5) Given the product [CH:1]1([S:6][CH:7]([C:11]2[CH:12]=[CH:13][C:14]([O:17][C:18]3[CH:19]=[CH:20][CH:21]=[CH:22][CH:23]=3)=[CH:15][CH:16]=2)[C:8]([NH:24][C:25]2[CH:30]=[CH:29][CH:28]=[CH:27][N:26]=2)=[O:10])[CH2:5][CH2:4][CH2:3][CH2:2]1, predict the reactants needed to synthesize it. The reactants are: [CH:1]1([S:6][CH:7]([C:11]2[CH:16]=[CH:15][C:14]([O:17][C:18]3[CH:23]=[CH:22][CH:21]=[CH:20][CH:19]=3)=[CH:13][CH:12]=2)[C:8]([OH:10])=O)[CH2:5][CH2:4][CH2:3][CH2:2]1.[NH2:24][C:25]1[CH:30]=[CH:29][CH:28]=[CH:27][N:26]=1.